Predict which catalyst facilitates the given reaction. From a dataset of Catalyst prediction with 721,799 reactions and 888 catalyst types from USPTO. Reactant: [CH2:1]([O:5][C:6]1[CH:7]=[C:8]([CH:20]=[CH:21][CH:22]=1)[CH2:9][N:10]1[CH2:14][CH2:13][CH:12](OS(C)(=O)=O)[CH2:11]1)[CH:2]([CH3:4])[CH3:3].[C-:23]#[N:24].[K+].O. Product: [CH2:1]([O:5][C:6]1[CH:7]=[C:8]([CH:20]=[CH:21][CH:22]=1)[CH2:9][N:10]1[CH2:14][CH2:13][CH:12]([C:23]#[N:24])[CH2:11]1)[CH:2]([CH3:4])[CH3:3]. The catalyst class is: 550.